Predict the product of the given reaction. From a dataset of Forward reaction prediction with 1.9M reactions from USPTO patents (1976-2016). (1) Given the reactants [F:1][C:2]1([F:7])[CH2:4][CH:3]1[CH2:5][OH:6].[N:8]1[C:15]([Cl:16])=[N:14][C:12](Cl)=[N:11][C:9]=1[Cl:10].CCN(C(C)C)C(C)C, predict the reaction product. The product is: [Cl:10][C:9]1[N:8]=[C:15]([Cl:16])[N:14]=[C:12]([O:6][CH2:5][CH:3]2[CH2:4][C:2]2([F:7])[F:1])[N:11]=1. (2) Given the reactants [Cl:1][C:2]1[C:3]([O:12][C:13]2[CH:18]=[C:17]([OH:19])[CH:16]=[CH:15][C:14]=2/[CH:20]=[CH:21]/[C:22]([O:24][CH2:25][CH3:26])=[O:23])=[N:4][CH:5]=[C:6]([C:8]([F:11])([F:10])[F:9])[CH:7]=1.C(=O)([O-])[O-].[K+].[K+].[I-].[Na+].Br[CH2:36][CH2:37][CH:38]1[O:42][CH2:41][CH2:40][O:39]1, predict the reaction product. The product is: [Cl:1][C:2]1[C:3]([O:12][C:13]2[CH:18]=[C:17]([O:19][CH2:36][CH2:37][CH:38]3[O:42][CH2:41][CH2:40][O:39]3)[CH:16]=[CH:15][C:14]=2/[CH:20]=[CH:21]/[C:22]([O:24][CH2:25][CH3:26])=[O:23])=[N:4][CH:5]=[C:6]([C:8]([F:9])([F:11])[F:10])[CH:7]=1. (3) Given the reactants [N:1]12[CH2:8][CH2:7][CH:4]([CH2:5][CH2:6]1)[C@@H:3]([NH:9][C:10]([C:12]1[O:13][C:14]3[C:20]([C:21]4[CH:26]=[CH:25][CH:24]=[CH:23][C:22]=4[O:27][CH3:28])=[CH:19][CH:18]=[CH:17][C:15]=3[CH:16]=1)=[O:11])[CH2:2]2.[C:29]([OH:36])(=[O:35])/[CH:30]=[CH:31]/[C:32]([OH:34])=[O:33], predict the reaction product. The product is: [C:29]([OH:36])(=[O:35])/[CH:30]=[CH:31]/[C:32]([OH:34])=[O:33].[N:1]12[CH2:6][CH2:5][CH:4]([CH2:7][CH2:8]1)[C@@H:3]([NH:9][C:10]([C:12]1[O:13][C:14]3[C:20]([C:21]4[CH:26]=[CH:25][CH:24]=[CH:23][C:22]=4[O:27][CH3:28])=[CH:19][CH:18]=[CH:17][C:15]=3[CH:16]=1)=[O:11])[CH2:2]2. (4) Given the reactants [F:1][C:2]([F:39])([F:38])[C:3]1[CH:4]=[C:5]([C@H:13]2[O:17][C:16](=[O:18])[N:15]([CH2:19][C:20]3[C:21]([NH:30][CH:31]4[CH2:36][CH2:35][O:34][CH2:33][CH2:32]4)=[N:22][CH:23]=[C:24]([C:26]([F:29])([F:28])[F:27])[CH:25]=3)[C@H:14]2[CH3:37])[CH:6]=[C:7]([C:9]([F:12])([F:11])[F:10])[CH:8]=1.[H-].[Na+].[CH3:42]I, predict the reaction product. The product is: [F:10][C:9]([F:12])([F:11])[C:7]1[CH:6]=[C:5]([C@@H:13]2[O:17][C:16](=[O:18])[N:15]([CH2:19][C:20]3[C:21]([NH:30][CH:31]4[CH2:36][CH2:35][O:34][CH:33]([CH3:42])[CH2:32]4)=[N:22][CH:23]=[C:24]([C:26]([F:29])([F:28])[F:27])[CH:25]=3)[C@H:14]2[CH3:37])[CH:4]=[C:3]([C:2]([F:1])([F:38])[F:39])[CH:8]=1. (5) Given the reactants P(Cl)(Cl)(Cl)=O.[CH3:6][C:7]1[C:15]([N+:16]([O-:18])=[O:17])=[CH:14][C:10]([C:11]([NH2:13])=O)=[CH:9][C:8]=1[N+:19]([O-:21])=[O:20].O, predict the reaction product. The product is: [CH3:6][C:7]1[C:15]([N+:16]([O-:18])=[O:17])=[CH:14][C:10]([C:11]#[N:13])=[CH:9][C:8]=1[N+:19]([O-:21])=[O:20]. (6) Given the reactants [CH2:1]([N:4]1[C:12]2[C:7](=[CH:8][CH:9]=[CH:10][CH:11]=2)[C:6](=[O:13])[C:5]1=[O:14])[CH2:2]C.[Cl:15]C1C=C2C(=CC=1)NC(=O)C2=O.C(Br)C, predict the reaction product. The product is: [Cl:15][C:9]1[CH:8]=[C:7]2[C:12](=[CH:11][CH:10]=1)[N:4]([CH2:1][CH3:2])[C:5](=[O:14])[C:6]2=[O:13]. (7) Given the reactants [CH3:1][Si:2]([CH3:45])([CH3:44])[CH2:3][CH2:4][O:5][C:6](=[O:43])[CH:7]([CH2:33][CH:34]=[CH:35][CH2:36][P:37]([O:41]C)([O:39][CH3:40])=[O:38])[CH2:8][C:9]([CH3:32])=[CH:10][CH2:11][C:12]1[C:13]([O:25][CH2:26][CH2:27][Si:28]([CH3:31])([CH3:30])[CH3:29])=[C:14]2[C:18](=[C:19]([CH3:23])[C:20]=1[O:21][CH3:22])[CH2:17][O:16][C:15]2=[O:24].C(N)(C)(C)C, predict the reaction product. The product is: [CH3:44][Si:2]([CH3:1])([CH3:45])[CH2:3][CH2:4][O:5][C:6](=[O:43])[CH:7]([CH2:33][CH:34]=[CH:35][CH2:36][P:37]([OH:41])([O:39][CH3:40])=[O:38])[CH2:8][C:9]([CH3:32])=[CH:10][CH2:11][C:12]1[C:13]([O:25][CH2:26][CH2:27][Si:28]([CH3:31])([CH3:30])[CH3:29])=[C:14]2[C:18](=[C:19]([CH3:23])[C:20]=1[O:21][CH3:22])[CH2:17][O:16][C:15]2=[O:24]. (8) Given the reactants [CH3:1][C:2]1([CH3:17])[CH2:7][CH2:6][C:5]([C:8]2[CH:13]=[CH:12][CH:11]=[CH:10][C:9]=2[N+:14]([O-])=O)=[CH:4][CH2:3]1, predict the reaction product. The product is: [CH3:1][C:2]1([CH3:17])[CH2:7][CH2:6][CH:5]([C:8]2[CH:13]=[CH:12][CH:11]=[CH:10][C:9]=2[NH2:14])[CH2:4][CH2:3]1. (9) Given the reactants [NH2:1][C:2]([NH:4][C:5]1[CH:9]=[C:8](Br)[S:7][C:6]=1[C:11]([NH2:13])=[O:12])=[O:3].[S:14]1[C:18]2[CH:19]=[CH:20][CH:21]=[CH:22][C:17]=2[CH:16]=[C:15]1B(O)O, predict the reaction product. The product is: [NH2:1][C:2]([NH:4][C:5]1[CH:9]=[C:8]([C:15]2[S:14][C:18]3[CH:19]=[CH:20][CH:21]=[CH:22][C:17]=3[CH:16]=2)[S:7][C:6]=1[C:11]([NH2:13])=[O:12])=[O:3].